This data is from Catalyst prediction with 721,799 reactions and 888 catalyst types from USPTO. The task is: Predict which catalyst facilitates the given reaction. (1) Reactant: [CH2:1]([O:3][C:4](=[O:17])[C:5]([O:8][C:9]1[CH:14]=[CH:13][C:12]([OH:15])=[CH:11][C:10]=1[CH3:16])([CH3:7])[CH3:6])[CH3:2].[CH3:18][C:19]1[O:23][C:22]([C:24]2[CH:29]=[CH:28][CH:27]=[CH:26][CH:25]=2)=[N:21][C:20]=1[CH2:30][CH2:31]OS(C1C=CC(C)=CC=1)(=O)=O.C([O-])([O-])=O.[Cs+].[Cs+]. Product: [CH2:1]([O:3][C:4](=[O:17])[C:5]([CH3:6])([O:8][C:9]1[CH:14]=[CH:13][C:12]([O:15][CH2:31][CH2:30][C:20]2[N:21]=[C:22]([C:24]3[CH:29]=[CH:28][CH:27]=[CH:26][CH:25]=3)[O:23][C:19]=2[CH3:18])=[CH:11][C:10]=1[CH3:16])[CH3:7])[CH3:2]. The catalyst class is: 3. (2) Reactant: [Br:1][C:2]1[CH:3]=[C:4]([O:10]C)[C:5](=[O:9])[N:6]([CH3:8])[CH:7]=1.B(Br)(Br)Br. Product: [Br:1][C:2]1[CH:3]=[C:4]([OH:10])[C:5](=[O:9])[N:6]([CH3:8])[CH:7]=1. The catalyst class is: 2.